From a dataset of Full USPTO retrosynthesis dataset with 1.9M reactions from patents (1976-2016). Predict the reactants needed to synthesize the given product. (1) Given the product [Cl:25][CH2:24][CH2:20][O:19][C:18]1[CH:17]=[CH:16][C:12]([C:13]([NH2:15])=[O:14])=[CH:11][C:10]=1[C:9]([NH:8][C:5]1[CH:6]=[CH:7][C:2]([Cl:1])=[CH:3][CH:4]=1)=[O:21], predict the reactants needed to synthesize it. The reactants are: [Cl:1][C:2]1[CH:7]=[CH:6][C:5]([NH:8][C:9](=[O:21])[C:10]2[CH:11]=[C:12]([CH:16]=[CH:17][C:18]=2[O:19][CH3:20])[C:13]([NH2:15])=[O:14])=[CH:4][CH:3]=1.BrC[CH2:24][Cl:25]. (2) Given the product [NH2:23][C:21](=[O:22])[CH2:20][NH:19][C:5](=[O:7])[C@H:4]([CH2:1][CH2:2][CH3:3])[CH2:8][C:9]#[C:10][CH3:11], predict the reactants needed to synthesize it. The reactants are: [CH2:1]([C@H:4]([CH2:8][C:9]#[C:10][CH3:11])[C:5]([OH:7])=O)[CH2:2][CH3:3].C(Cl)(=O)C(Cl)=O.Cl.[NH2:19][CH2:20][C:21]([NH2:23])=[O:22].Cl. (3) Given the product [N:59]1[NH:1][N:2]=[N:3][C:58]=1[CH2:57][CH2:56][CH2:55][NH:54][C@H:47]([C:48]1[CH:53]=[CH:52][CH:51]=[CH:50][CH:49]=1)[CH2:46][N:23]1[C:24](=[O:45])[C:25]2[C:29]3([O:28][CH2:27][C:26]=2[N:21]([CH2:20][C:19]2[C:61]([C:65]([F:68])([F:66])[F:67])=[CH:62][CH:63]=[CH:64][C:18]=2[F:17])[C:22]1=[O:60])[CH2:34][CH2:33][N:32]([CH2:35][C:36]1[O:37][C:38]([C:41]([F:44])([F:43])[F:42])=[CH:39][CH:40]=1)[CH2:31][CH2:30]3, predict the reactants needed to synthesize it. The reactants are: [N:1]([Sn](CCCC)(CCCC)CCCC)=[N+:2]=[N-:3].[F:17][C:18]1[CH:64]=[CH:63][CH:62]=[C:61]([C:65]([F:68])([F:67])[F:66])[C:19]=1[CH2:20][N:21]1[C:26]2[CH2:27][O:28][C:29]3([CH2:34][CH2:33][N:32]([CH2:35][C:36]4[O:37][C:38]([C:41]([F:44])([F:43])[F:42])=[CH:39][CH:40]=4)[CH2:31][CH2:30]3)[C:25]=2[C:24](=[O:45])[N:23]([CH2:46][C@H:47]([NH:54][CH2:55][CH2:56][CH2:57][C:58]#[N:59])[C:48]2[CH:53]=[CH:52][CH:51]=[CH:50][CH:49]=2)[C:22]1=[O:60].[NH4+].[Cl-]. (4) The reactants are: [CH2:1]([O:3][C:4]1[CH:13]=[C:12]2[C:7]([CH:8]=[CH:9][C:10]([O:14][CH:15]([CH2:20][CH3:21])[C:16]([O:18]C)=[O:17])=[CH:11]2)=[CH:6][CH:5]=1)[CH3:2].[OH-].[Na+].Cl. Given the product [CH2:1]([O:3][C:4]1[CH:13]=[C:12]2[C:7]([CH:8]=[CH:9][C:10]([O:14][CH:15]([CH2:20][CH3:21])[C:16]([OH:18])=[O:17])=[CH:11]2)=[CH:6][CH:5]=1)[CH3:2], predict the reactants needed to synthesize it.